Dataset: Catalyst prediction with 721,799 reactions and 888 catalyst types from USPTO. Task: Predict which catalyst facilitates the given reaction. Reactant: C([N:8]1[CH2:16][C@H:15]2[C@:10]([CH3:22])([CH2:11][CH2:12][C:13]3[C:20]([Cl:21])=[CH:19][CH:18]=[CH:17][C:14]=32)[CH2:9]1)C1C=CC=CC=1.ClC(OC(Cl)C)=O.CO. Product: [Cl:21][C:20]1[C:13]2[CH2:12][CH2:11][C@@:10]3([CH3:22])[C@H:15]([CH2:16][NH:8][CH2:9]3)[C:14]=2[CH:17]=[CH:18][CH:19]=1. The catalyst class is: 11.